Dataset: Full USPTO retrosynthesis dataset with 1.9M reactions from patents (1976-2016). Task: Predict the reactants needed to synthesize the given product. (1) Given the product [CH3:34][O:33][C:30]1[CH:31]=[CH:32][C:27]([CH2:26][N:5]2[C:6]3[C:11](=[CH:10][CH:9]=[CH:8][CH:7]=3)[C:2](=[O:1])[C:3]([C:12]([OH:14])=[O:13])=[N:4]2)=[CH:28][CH:29]=1, predict the reactants needed to synthesize it. The reactants are: [O:1]=[C:2]1[C:11]2[C:6](=[CH:7][CH:8]=[CH:9][CH:10]=2)[NH:5][N:4]=[C:3]1[C:12]([O:14]CC)=[O:13].[I-].[K+].C(=O)([O-])[O-].[K+].[K+].Cl[CH2:26][C:27]1[CH:32]=[CH:31][C:30]([O:33][CH3:34])=[CH:29][CH:28]=1. (2) Given the product [ClH:1].[F:2][C:3]([F:27])([F:28])[C:4]1[CH:5]=[C:6]([C:10]2[CH:15]=[CH:14][C:13]([C@@H:16]3[CH2:18][C@H:17]3[NH2:19])=[CH:12][CH:11]=2)[CH:7]=[CH:8][CH:9]=1, predict the reactants needed to synthesize it. The reactants are: [ClH:1].[F:2][C:3]([F:28])([F:27])[C:4]1[CH:5]=[C:6]([C:10]2[CH:15]=[CH:14][C:13]([C@@H:16]3[CH2:18][C@H:17]3[NH:19]C(=O)OC(C)(C)C)=[CH:12][CH:11]=2)[CH:7]=[CH:8][CH:9]=1. (3) Given the product [F:1][C:2]1[CH:8]=[CH:7][C:6]([N+:9]([O-:11])=[O:10])=[CH:5][C:3]=1[NH:4][C:17](=[O:18])[O:16][C:13]([CH3:15])([CH3:14])[CH3:12], predict the reactants needed to synthesize it. The reactants are: [F:1][C:2]1[CH:8]=[CH:7][C:6]([N+:9]([O-:11])=[O:10])=[CH:5][C:3]=1[NH2:4].[CH3:12][C:13]([O:16][C:17](O[C:17]([O:16][C:13]([CH3:15])([CH3:14])[CH3:12])=[O:18])=[O:18])([CH3:15])[CH3:14]. (4) Given the product [C:60]([O:15][C:16]([NH:18][CH2:19][C:20]1[N:21]([CH2:47][CH:48]([CH3:49])[CH3:50])[C:22](=[O:46])[C:23]2[C:28]([C:29]=1[C:30]1[CH:31]=[CH:32][CH:33]=[CH:34][CH:35]=1)=[CH:27][C:26]([C:36]1[S:37][CH:38]=[C:39]([C:41]([O:43][CH2:44][CH3:45])=[O:42])[N:40]=1)=[CH:25][CH:24]=2)=[O:17])([CH3:63])([CH3:62])[CH3:61], predict the reactants needed to synthesize it. The reactants are: C1C2C(C[O:15][C:16]([NH:18][CH2:19][C:20]3[N:21]([CH2:47][CH:48]([CH3:50])[CH3:49])[C:22](=[O:46])[C:23]4[C:28]([C:29]=3[C:30]3[CH:35]=[CH:34][CH:33]=[CH:32][CH:31]=3)=[CH:27][C:26]([C:36]3[S:37][CH:38]=[C:39]([C:41]([O:43][CH2:44][CH3:45])=[O:42])[N:40]=3)=[CH:25][CH:24]=4)=[O:17])C3C(=CC=CC=3)C=2C=CC=1.N1CCCC1.O.C(OC(O[C:60]([CH3:63])([CH3:62])[CH3:61])=O)(O[C:60]([CH3:63])([CH3:62])[CH3:61])=O. (5) Given the product [C:1]1([C@H:7]([N:9]2[C:10]3[N:20]=[CH:19][CH:18]=[CH:17][C:11]=3[C:12](=[O:13])[O:14][C:15]2=[O:29])[CH3:8])[CH:6]=[CH:5][CH:4]=[CH:3][CH:2]=1, predict the reactants needed to synthesize it. The reactants are: [C:1]1([C@H:7]([NH:9][C:10]2[N:20]=[CH:19][CH:18]=[CH:17][C:11]=2[C:12]([O:14][CH2:15]C)=[O:13])[CH3:8])[CH:6]=[CH:5][CH:4]=[CH:3][CH:2]=1.C(C(CC)CNC1N=CC=CC=1C(OCC)=[O:29])C.